Dataset: Forward reaction prediction with 1.9M reactions from USPTO patents (1976-2016). Task: Predict the product of the given reaction. (1) Given the reactants Br[CH:2]([CH2:12][C:13]1[CH:18]=[CH:17][C:16]([O:19][CH3:20])=[C:15]([O:21][CH3:22])[CH:14]=1)[C:3]([C:5]1[CH:10]=[CH:9][CH:8]=[C:7]([Cl:11])[CH:6]=1)=O.[NH:23]([C:25](=[S:27])[NH2:26])[NH2:24].[C:28](=S)=[S:29], predict the reaction product. The product is: [Cl:11][C:7]1[CH:6]=[C:5]([C:3]2[N:26]3[C:25](=[N:23][N:24]=[C:28]3[SH:29])[S:27][C:2]=2[CH2:12][C:13]2[CH:18]=[CH:17][C:16]([O:19][CH3:20])=[C:15]([O:21][CH3:22])[CH:14]=2)[CH:10]=[CH:9][CH:8]=1. (2) Given the reactants [CH3:1][N:2]1[C:10]2[C:5](=[CH:6][CH:7]=[CH:8][CH:9]=2)[CH:4]=[CH:3]1.[Cl-].[Cl:12][C:13]1[CH:22]=[C:21]([Cl:23])[CH:20]=[CH:19][C:14]=1[CH:15]=[N+:16]([CH3:18])[CH3:17].ClC1C=C(Cl)C=CC=1C=O.CNC, predict the reaction product. The product is: [Cl:12][C:13]1[CH:22]=[C:21]([Cl:23])[CH:20]=[CH:19][C:14]=1[CH:15]([N:16]([CH3:18])[CH3:17])[C:4]1[C:5]2[C:10](=[CH:9][CH:8]=[CH:7][CH:6]=2)[N:2]([CH3:1])[CH:3]=1. (3) Given the reactants Cl[C:2]1[C:11]2[C:6](=[CH:7][CH:8]=[C:9]([Cl:12])[CH:10]=2)[N:5]=[CH:4][N:3]=1.[NH2:13][C:14]1[CH:21]=[C:20]([C:22]#[N:23])[CH:19]=[CH:18][C:15]=1[CH2:16]O, predict the reaction product. The product is: [Cl:12][C:9]1[CH:10]=[C:11]2[C:2]3=[N:13][C:14]4[C:15]([CH2:16][N:3]3[CH:4]=[N:5][C:6]2=[CH:7][CH:8]=1)=[CH:18][CH:19]=[C:20]([C:22]#[N:23])[CH:21]=4.